Dataset: Peptide-MHC class II binding affinity with 134,281 pairs from IEDB. Task: Regression. Given a peptide amino acid sequence and an MHC pseudo amino acid sequence, predict their binding affinity value. This is MHC class II binding data. (1) The peptide sequence is HSRNLINELSERMAG. The MHC is DRB1_1001 with pseudo-sequence DRB1_1001. The binding affinity (normalized) is 0.351. (2) The peptide sequence is ARATAGTTVYGAFAA. The MHC is HLA-DPA10103-DPB10601 with pseudo-sequence HLA-DPA10103-DPB10601. The binding affinity (normalized) is 0.0961. (3) The peptide sequence is KPQEGTVVAVGPGRW. The MHC is DRB5_0101 with pseudo-sequence DRB5_0101. The binding affinity (normalized) is 0.296. (4) The peptide sequence is QTDIPSEPWNTGHDW. The MHC is HLA-DQA10303-DQB10402 with pseudo-sequence HLA-DQA10303-DQB10402. The binding affinity (normalized) is 0. (5) The peptide sequence is AILRRRRRIAEPATC. The MHC is DRB1_0405 with pseudo-sequence DRB1_0405. The binding affinity (normalized) is 0.358. (6) The peptide sequence is RNVRFSDEGGFTCFF. The MHC is DRB1_0401 with pseudo-sequence DRB1_0401. The binding affinity (normalized) is 0.163. (7) The MHC is DRB4_0101 with pseudo-sequence DRB4_0103. The peptide sequence is PRGVTHDQLNNFRAG. The binding affinity (normalized) is 0.430. (8) The peptide sequence is YMPDVLEKLELLQRR. The MHC is HLA-DQA10201-DQB10301 with pseudo-sequence HLA-DQA10201-DQB10301. The binding affinity (normalized) is 0.268. (9) The peptide sequence is LNIKYTRPGDSLAEV. The MHC is DRB1_1101 with pseudo-sequence DRB1_1101. The binding affinity (normalized) is 0.523. (10) The peptide sequence is TFAATHNPWASQPG. The MHC is DRB1_1501 with pseudo-sequence DRB1_1501. The binding affinity (normalized) is 0.213.